From a dataset of Forward reaction prediction with 1.9M reactions from USPTO patents (1976-2016). Predict the product of the given reaction. Given the reactants [Cl:1][CH2:2][C:3](Cl)=[O:4].[NH:6]1[CH2:11][CH2:10][O:9][CH2:8][CH2:7]1.C(N(CC)CC)C, predict the reaction product. The product is: [Cl:1][CH2:2][C:3]([N:6]1[CH2:11][CH2:10][O:9][CH2:8][CH2:7]1)=[O:4].